Task: Predict the product of the given reaction.. Dataset: Forward reaction prediction with 1.9M reactions from USPTO patents (1976-2016) (1) Given the reactants [C:1]([O:5][C:6]([N:8]1[C@H:17]([C:18](=[O:40])[NH:19][C@H:20]([C:36]([O:38][CH3:39])=[O:37])[CH2:21][C:22]2[CH:27]=[CH:26][C:25]([C:28]3[CH:33]=[CH:32][N:31]=[C:30]([CH3:34])[C:29]=3[CH3:35])=[CH:24][CH:23]=2)[CH2:16][C:15]2[CH:14]=[C:13]3[O:41][CH2:42][C@H:43]([C:45]4[CH:50]=[CH:49][CH:48]=[C:47]([O:51]CC5C=CC(Cl)=C(Cl)C=5)[CH:46]=4)[O:44][C:12]3=[CH:11][C:10]=2[CH2:9]1)=[O:7])([CH3:4])([CH3:3])[CH3:2].C(N(CC)CC)C, predict the reaction product. The product is: [C:1]([O:5][C:6]([N:8]1[C@H:17]([C:18](=[O:40])[NH:19][C@H:20]([C:36]([O:38][CH3:39])=[O:37])[CH2:21][C:22]2[CH:23]=[CH:24][C:25]([C:28]3[CH:33]=[CH:32][N:31]=[C:30]([CH3:34])[C:29]=3[CH3:35])=[CH:26][CH:27]=2)[CH2:16][C:15]2[CH:14]=[C:13]3[O:41][CH2:42][C@H:43]([C:45]4[CH:50]=[CH:49][CH:48]=[C:47]([OH:51])[CH:46]=4)[O:44][C:12]3=[CH:11][C:10]=2[CH2:9]1)=[O:7])([CH3:4])([CH3:2])[CH3:3]. (2) Given the reactants [NH2:1][C:2]1[C:7]([NH2:8])=[C:6]([Br:9])[CH:5]=[CH:4][N:3]=1.[CH3:10][N:11]1[CH:15]=[C:14]([CH:16]=O)[CH:13]=[N:12]1.CN(C=O)C.O.C1(C)C=CC(S(O)(=O)=O)=CC=1, predict the reaction product. The product is: [Br:9][C:6]1[CH:5]=[CH:4][N:3]=[C:2]2[NH:1][C:16]([C:14]3[CH:13]=[N:12][N:11]([CH3:10])[CH:15]=3)=[N:8][C:7]=12.